This data is from Forward reaction prediction with 1.9M reactions from USPTO patents (1976-2016). The task is: Predict the product of the given reaction. (1) Given the reactants [N:1]([C@@H:4]1[CH2:9][N:8]([C:10]([O:12][C:13]([CH3:16])([CH3:15])[CH3:14])=[O:11])[C@@H:7]([CH2:17][CH2:18][N:19]2[C:24]3[CH:25]=[C:26]([C:29]#[N:30])[CH:27]=[CH:28][C:23]=3[O:22][CH2:21][C:20]2=[O:31])[CH2:6][CH2:5]1)=[N+]=[N-], predict the reaction product. The product is: [NH2:1][C@@H:4]1[CH2:9][N:8]([C:10]([O:12][C:13]([CH3:14])([CH3:16])[CH3:15])=[O:11])[C@@H:7]([CH2:17][CH2:18][N:19]2[C:24]3[CH:25]=[C:26]([C:29]#[N:30])[CH:27]=[CH:28][C:23]=3[O:22][CH2:21][C:20]2=[O:31])[CH2:6][CH2:5]1. (2) Given the reactants [F:1][C:2]1[CH:7]=[C:6]([F:8])[CH:5]=[CH:4][C:3]=1[C@@:9]([OH:38])([CH2:32][N:33]1[CH:37]=[N:36][CH:35]=[N:34]1)[C@H:10]([S:12][C@@H:13]1[CH2:18][O:17][C@@H:16](/[CH:19]=[CH:20]/[CH:21]=[CH:22]/[C:23]2[CH:30]=[CH:29][C:26]([C:27]#[N:28])=[CH:25][C:24]=2[F:31])[O:15][CH2:14]1)[CH3:11].[H-].[Na+].[CH2:41]([O:44][P:45]([O:51][CH2:52][C:53]1[CH:61]=[CH:60][C:59]([CH3:62])=[CH:58][C:54]=1[C:55](Cl)=[O:56])([O:47][CH2:48][CH:49]=[CH2:50])=[O:46])[CH:42]=[CH2:43], predict the reaction product. The product is: [CH2:48]([O:47][P:45]([O:51][CH2:52][C:53]1[CH:61]=[CH:60][C:59]([CH3:62])=[CH:58][C:54]=1[C:55]([O:38][C@:9]([C:3]1[CH:4]=[CH:5][C:6]([F:8])=[CH:7][C:2]=1[F:1])([CH2:32][N:33]1[CH:37]=[N:36][CH:35]=[N:34]1)[C@H:10]([S:12][C@@H:13]1[CH2:18][O:17][C@@H:16](/[CH:19]=[CH:20]/[CH:21]=[CH:22]/[C:23]2[CH:30]=[CH:29][C:26]([C:27]#[N:28])=[CH:25][C:24]=2[F:31])[O:15][CH2:14]1)[CH3:11])=[O:56])([O:44][CH2:41][CH:42]=[CH2:43])=[O:46])[CH:49]=[CH2:50]. (3) Given the reactants [CH:1]1([C@H:4]([NH:7][C:8]2[C:13]([N+:14]([O-])=O)=[C:12]([C:17]3[CH:22]=[C:21]([F:23])[C:20]([O:24][CH3:25])=[CH:19][C:18]=3[CH3:26])[CH:11]=[CH:10][N:9]=2)[CH2:5][CH3:6])[CH2:3][CH2:2]1.[O-]S(S([O-])=O)=O.[Na+].[Na+], predict the reaction product. The product is: [CH:1]1([C@H:4]([NH:7][C:8]2[C:13]([NH2:14])=[C:12]([C:17]3[CH:22]=[C:21]([F:23])[C:20]([O:24][CH3:25])=[CH:19][C:18]=3[CH3:26])[CH:11]=[CH:10][N:9]=2)[CH2:5][CH3:6])[CH2:3][CH2:2]1. (4) Given the reactants [OH:1][C:2]1[CH:3]=[C:4]([CH2:8][CH2:9][C:10]([OH:12])=[O:11])[CH:5]=[CH:6][CH:7]=1.S(Cl)(Cl)=O.[CH2:17](O)[CH3:18], predict the reaction product. The product is: [CH2:17]([O:11][C:10](=[O:12])[CH2:9][CH2:8][C:4]1[CH:5]=[CH:6][CH:7]=[C:2]([OH:1])[CH:3]=1)[CH3:18]. (5) Given the reactants BrC1C(NC2CCN(CC3C=CC=CC=3)CC2)=NC(NCC2C=CN=CC=2)=NC=1.[NH:30]([C:34]1[CH:39]=[CH:38][C:37](B(O)O)=[CH:36][CH:35]=1)[C:31]([CH3:33])=[O:32].[CH2:43]([N:50]1[CH2:55][CH2:54][CH:53]([NH:56][C:57]2[C:62](C3C=CSC=3)=[CH:61][N:60]=[C:59]([NH:68][CH2:69][C:70]3[CH:75]=[CH:74][CH:73]=[CH:72][N:71]=3)[N:58]=2)[CH2:52][CH2:51]1)[C:44]1[CH:49]=[CH:48][CH:47]=[CH:46][CH:45]=1, predict the reaction product. The product is: [CH2:43]([N:50]1[CH2:55][CH2:54][CH:53]([NH:56][C:57]2[C:62]([C:37]3[CH:38]=[CH:39][C:34]([NH:30][C:31](=[O:32])[CH3:33])=[CH:35][CH:36]=3)=[CH:61][N:60]=[C:59]([NH:68][CH2:69][C:70]3[CH:75]=[CH:74][CH:73]=[CH:72][N:71]=3)[N:58]=2)[CH2:52][CH2:51]1)[C:44]1[CH:49]=[CH:48][CH:47]=[CH:46][CH:45]=1.